From a dataset of Catalyst prediction with 721,799 reactions and 888 catalyst types from USPTO. Predict which catalyst facilitates the given reaction. (1) Reactant: C[O-].[Na+].[CH:4]([NH2:6])=[NH:5].[CH2:7]([N:14]1[CH2:20][CH2:19][C:18](=O)[CH:17]([C:22](OCC)=[O:23])[CH2:16][CH2:15]1)[C:8]1[CH:13]=[CH:12][CH:11]=[CH:10][CH:9]=1.C(O)(=O)C. Product: [CH2:7]([N:14]1[CH2:15][CH2:16][C:17]2[C:22]([OH:23])=[N:5][CH:4]=[N:6][C:18]=2[CH2:19][CH2:20]1)[C:8]1[CH:13]=[CH:12][CH:11]=[CH:10][CH:9]=1. The catalyst class is: 5. (2) Reactant: [F:1][C:2]1[CH:7]=[CH:6][C:5]([C:8]2[N:12]=[C:11]([C:13]3[CH:18]=[CH:17][C:16]([F:19])=[CH:15][CH:14]=3)[NH:10][N:9]=2)=[CH:4][CH:3]=1.Br[CH2:21][C:22]([N:24]1[CH2:29][CH2:28][N:27]([C:30]2[N:35]=[CH:34][CH:33]=[CH:32][N:31]=2)[CH2:26][CH2:25]1)=[O:23].C(=O)([O-])[O-].[K+].[K+]. Product: [F:1][C:2]1[CH:3]=[CH:4][C:5]([C:8]2[N:12]=[C:11]([C:13]3[CH:18]=[CH:17][C:16]([F:19])=[CH:15][CH:14]=3)[N:10]([CH2:21][C:22]([N:24]3[CH2:25][CH2:26][N:27]([C:30]4[N:31]=[CH:32][CH:33]=[CH:34][N:35]=4)[CH2:28][CH2:29]3)=[O:23])[N:9]=2)=[CH:6][CH:7]=1. The catalyst class is: 21. (3) Reactant: [N-:1]=[N+:2]=[N-:3].[Na+].[O:5]=[C:6]1[O:12][C@H:11]([C@H:13]([CH2:15]O)O)[C:9]([O-])=[C:7]1O.[Na+].O.[CH2:19](Cl)Cl.[CH3:22][CH2:23]O. Product: [N:1]([C:13]1[CH:11]=[CH:9][C:7]([CH:6]2[O:5][CH2:23][CH2:22][O:12]2)=[CH:19][CH:15]=1)=[N+:2]=[N-:3]. The catalyst class is: 205. (4) Reactant: [CH:1]1([O:6][C:7]2[CH:8]=[CH:9][C:10]([N+:22]([O-])=O)=[C:11]([CH2:13][NH:14][C:15](=[O:21])[O:16][C:17]([CH3:20])([CH3:19])[CH3:18])[CH:12]=2)[CH2:5][CH2:4][CH2:3][CH2:2]1.[Cl-].[NH4+].C(O)C. Product: [C:17]([O:16][C:15](=[O:21])[NH:14][CH2:13][C:11]1[CH:12]=[C:7]([O:6][CH:1]2[CH2:2][CH2:3][CH2:4][CH2:5]2)[CH:8]=[CH:9][C:10]=1[NH2:22])([CH3:20])([CH3:18])[CH3:19]. The catalyst class is: 150. (5) Reactant: O[N:2]1[C:7]([OH:8])=[CH:6][CH:5]=[C:4]([OH:9])[CH:3]1O.[C:11](OC([O-])=O)([O:13][C:14]([CH3:17])([CH3:16])[CH3:15])=[O:12].C(OC(=O)C)C. Product: [OH:9][C:4]1[CH2:3][N:2]([C:11]([O:13][C:14]([CH3:17])([CH3:16])[CH3:15])=[O:12])[C:7]([OH:8])=[CH:6][CH:5]=1. The catalyst class is: 30.